This data is from Forward reaction prediction with 1.9M reactions from USPTO patents (1976-2016). The task is: Predict the product of the given reaction. (1) Given the reactants [CH3:1][C:2]([C:4]1[C:9]([O:10][CH3:11])=[CH:8][C:7]([O:12][CH3:13])=[CH:6][C:5]=1[O:14][CH3:15])=O.[CH3:16]C(C)([O-])C.[K+], predict the reaction product. The product is: [C:2]([C:4]1[C:9]([O:10][CH3:11])=[CH:8][C:7]([O:12][CH3:13])=[CH:6][C:5]=1[O:14][CH3:15])([CH3:16])=[CH2:1]. (2) Given the reactants [Cl:1][C:2]1[CH:39]=[CH:38][C:5]2[N:6]([CH:22]3[CH2:27][CH2:26][C:25](=[O:28])[N:24](CC4C=CC(OC)=CC=4)[CH2:23]3)[C:7]([CH2:9][N:10]3[C:14]4=[CH:15][N:16]=[CH:17][CH:18]=[C:13]4[C:12]4([CH2:20][CH2:19]4)[C:11]3=[O:21])=[N:8][C:4]=2[CH:3]=1.[N+]([O-])([O-])=O.[Ce+4].[NH4+].[NH4+].[N+]([O-])([O-])=O.[N+]([O-])([O-])=O.[N+]([O-])([O-])=O.[N+]([O-])([O-])=O.[N+]([O-])([O-])=O, predict the reaction product. The product is: [Cl:1][C:2]1[CH:39]=[CH:38][C:5]2[N:6]([CH:22]3[CH2:27][CH2:26][C:25](=[O:28])[NH:24][CH2:23]3)[C:7]([CH2:9][N:10]3[C:14]4=[CH:15][N:16]=[CH:17][CH:18]=[C:13]4[C:12]4([CH2:19][CH2:20]4)[C:11]3=[O:21])=[N:8][C:4]=2[CH:3]=1. (3) Given the reactants [CH3:1][O:2][C:3]1[CH:4]=[C:5]2[C:10](=[CH:11][CH:12]=1)[C:9]([CH2:13][C:14]1[CH:19]=[CH:18][C:17]([O:20][CH2:21][CH2:22][N:23]3[CH2:28][CH2:27][CH2:26][CH2:25][CH2:24]3)=[CH:16][CH:15]=1)=[C:8]([OH:29])[CH:7]=[CH:6]2.[N-]([S:31]([C:34]([F:37])([F:36])[F:35])(=[O:33])=[O:32])[S:31]([C:34]([F:37])([F:36])[F:35])(=[O:33])=[O:32].C(N(CC)CC)C, predict the reaction product. The product is: [CH3:1][O:2][C:3]1[CH:4]=[C:5]2[C:10](=[CH:11][CH:12]=1)[C:9]([CH2:13][C:14]1[CH:19]=[CH:18][C:17]([O:20][CH2:21][CH2:22][N:23]3[CH2:24][CH2:25][CH2:26][CH2:27][CH2:28]3)=[CH:16][CH:15]=1)=[C:8]([O:29][S:31]([C:34]([F:37])([F:36])[F:35])(=[O:33])=[O:32])[CH:7]=[CH:6]2. (4) The product is: [C:12]([O:11][C:9]([N:2]1[CH2:3][CH:4]2[CH2:8][N:7]([C:17]3[CH:27]=[CH:26][C:20]([C:21]([O:23][CH2:24][CH3:25])=[O:22])=[CH:19][N:18]=3)[CH2:6][CH:5]2[CH2:1]1)=[O:10])([CH3:15])([CH3:14])[CH3:13]. Given the reactants [CH2:1]1[CH:5]2[CH2:6][NH:7][CH2:8][CH:4]2[CH2:3][N:2]1[C:9]([O:11][C:12]([CH3:15])([CH3:14])[CH3:13])=[O:10].Cl[C:17]1[CH:27]=[CH:26][C:20]([C:21]([O:23][CH2:24][CH3:25])=[O:22])=[CH:19][N:18]=1.CCN(C(C)C)C(C)C.CCOC(C)=O, predict the reaction product. (5) Given the reactants [CH2:1]1[C:11]2=[C:12]3[C:7](=[CH:8][CH:9]=[CH:10]2)[CH2:6][CH2:5][CH2:4][N:3]3[C:2]1=O.O1CCCC1.[H-].C([Al+]CC(C)C)C(C)C.C1(C)C=CC=CC=1.Cl, predict the reaction product. The product is: [CH:1]1[C:11]2=[C:12]3[C:7](=[CH:8][CH:9]=[CH:10]2)[CH2:6][CH2:5][CH2:4][N:3]3[CH:2]=1. (6) Given the reactants [F:1][C:2]1[CH:3]=[C:4]([N:29]2[CH2:33][C@H:32]([CH2:34][NH:35][C:36](=[O:38])[CH3:37])[O:31][C:30]2=[O:39])[CH:5]=[CH:6][C:7]=1[C:8]1[C:9](OC)=N[C:11]([O:14][C@@H:15]2[CH2:20][O:19][C:18]3=[N:21][C:22]([N+:24]([O-:26])=[O:25])=[CH:23][N:17]3[CH2:16]2)=[N:12][CH:13]=1.Br[C:41]1C=C(C)C(O[C@@H]2COC3=NC([N+]([O-])=O)=CN3C2)=N[CH:46]=1, predict the reaction product. The product is: [F:1][C:2]1[CH:3]=[C:4]([N:29]2[CH2:33][C@H:32]([CH2:34][NH:35][C:36](=[O:38])[CH3:37])[O:31][C:30]2=[O:39])[CH:5]=[CH:6][C:7]=1[C:8]1[CH:13]=[N:12][C:11]([O:14][C@@H:15]2[CH2:20][O:19][C:18]3=[N:21][C:22]([N+:24]([O-:26])=[O:25])=[CH:23][N:17]3[CH2:16]2)=[C:41]([CH3:46])[CH:9]=1.